Dataset: Forward reaction prediction with 1.9M reactions from USPTO patents (1976-2016). Task: Predict the product of the given reaction. (1) Given the reactants [CH3:1][O:2][C:3]1[CH:8]=[C:7]([N:9]2[CH2:14][CH2:13][CH2:12][CH2:11][CH2:10]2)[C:6]([N+:15]([O-])=O)=[CH:5][C:4]=1[NH:18][C:19]1[N:24]=[C:23]([N:25]2[CH:29]=[C:28]([CH:30]=O)[C:27]([CH3:32])=[N:26]2)[CH:22]=[CH:21][N:20]=1.Cl.[NH:34]1[CH2:37][CH2:36][CH2:35]1, predict the reaction product. The product is: [N:34]1([CH2:30][C:28]2[C:27]([CH3:32])=[N:26][N:25]([C:23]3[CH:22]=[CH:21][N:20]=[C:19]([NH:18][C:4]4[C:3]([O:2][CH3:1])=[CH:8][C:7]([N:9]5[CH2:10][CH2:11][CH2:12][CH2:13][CH2:14]5)=[C:6]([NH:15][C:3](=[O:2])[CH:4]=[CH2:5])[CH:5]=4)[N:24]=3)[CH:29]=2)[CH2:37][CH2:36][CH2:35]1. (2) Given the reactants [F:1]/[C:2](=[CH:15]/[CH2:16][C:17]1[CH:22]=[C:21]([C:23]([F:26])([F:25])[F:24])[CH:20]=[C:19]([F:27])[CH:18]=1)/[CH2:3][N:4]1C(=O)C2=CC=CC=C2C1=O, predict the reaction product. The product is: [F:1]/[C:2](=[CH:15]/[CH2:16][C:17]1[CH:22]=[C:21]([C:23]([F:24])([F:26])[F:25])[CH:20]=[C:19]([F:27])[CH:18]=1)/[CH2:3][NH2:4]. (3) Given the reactants [CH3:1][C:2]([CH3:35])([CH3:34])[C:3]([C:5]1[C:13]2[C:8](=[N:9][CH:10]=[C:11]([C:14]3[CH:19]=[CH:18][C:17]([N:20]4[CH2:25][CH2:24][NH:23][CH2:22][CH2:21]4)=[CH:16][CH:15]=3)[N:12]=2)[N:7]([CH2:26][O:27][CH2:28][CH2:29][Si:30]([CH3:33])([CH3:32])[CH3:31])[CH:6]=1)=[O:4].C(N(C(C)C)CC)(C)C.[CH3:45][S:46](Cl)(=[O:48])=[O:47], predict the reaction product. The product is: [CH3:45][S:46]([N:23]1[CH2:24][CH2:25][N:20]([C:17]2[CH:16]=[CH:15][C:14]([C:11]3[N:12]=[C:13]4[C:5]([C:3](=[O:4])[C:2]([CH3:35])([CH3:34])[CH3:1])=[CH:6][N:7]([CH2:26][O:27][CH2:28][CH2:29][Si:30]([CH3:31])([CH3:33])[CH3:32])[C:8]4=[N:9][CH:10]=3)=[CH:19][CH:18]=2)[CH2:21][CH2:22]1)(=[O:48])=[O:47]. (4) Given the reactants Br[C:2]1[C:3]([CH3:27])=[CH:4][C:5]2[N:12](CC3C=CC(OC)=CC=3)[CH2:11][CH2:10][CH2:9][C:8]([C:22]([O:24][CH3:25])=[O:23])=[CH:7][C:6]=2[CH:26]=1.FC(F)(F)C(O)=O.O.[C:36]1([CH3:42])[CH:41]=CC=C[CH:37]=1, predict the reaction product. The product is: [CH2:37]([C:2]1[C:3]([CH3:27])=[CH:4][C:5]2[NH:12][CH2:11][CH2:10][CH2:9][C:8]([C:22]([O:24][CH3:25])=[O:23])=[CH:7][C:6]=2[CH:26]=1)[CH:36]([CH3:42])[CH3:41].